Dataset: Full USPTO retrosynthesis dataset with 1.9M reactions from patents (1976-2016). Task: Predict the reactants needed to synthesize the given product. (1) Given the product [CH2:13]([C@@:20]12[CH2:33]/[C:32](=[CH:34]\[C:35]3[CH:40]=[CH:39][CH:38]=[CH:37][CH:36]=3)/[C@:31]([OH:41])([C:5]3[CH:10]=[CH:9][CH:8]=[CH:7][CH:6]=3)[CH2:30][C@H:29]1[CH2:28][CH2:27][C:26]1[CH:25]=[C:24]([C:42]([OH:44])=[O:43])[CH:23]=[CH:22][C:21]2=1)[C:14]1[CH:19]=[CH:18][CH:17]=[CH:16][CH:15]=1, predict the reactants needed to synthesize it. The reactants are: [Cl-].[Ce+3].[Cl-].[Cl-].[C:5]1([Mg]Br)[CH:10]=[CH:9][CH:8]=[CH:7][CH:6]=1.[CH2:13]([C@@:20]12[CH2:33]/[C:32](=[CH:34]\[C:35]3[CH:40]=[CH:39][CH:38]=[CH:37][CH:36]=3)/[C:31](=[O:41])[CH2:30][C@H:29]1[CH2:28][CH2:27][C:26]1[CH:25]=[C:24]([C:42]([OH:44])=[O:43])[CH:23]=[CH:22][C:21]2=1)[C:14]1[CH:19]=[CH:18][CH:17]=[CH:16][CH:15]=1.C([Mg]Br)C1C=CC=CC=1. (2) Given the product [F:16][C:15]1[CH:14]=[C:13]([C:17]([OH:20])([CH3:18])[CH3:19])[CH:12]=[C:11]([F:21])[C:10]=1[C:4]1[S:3][C:2]([NH:1][C:23]2[CH:28]=[CH:27][CH:26]=[C:25]([C:29]3[CH:30]=[N:31][N:32]([CH3:34])[CH:33]=3)[N:24]=2)=[C:6]([C:7]([NH2:9])=[O:8])[CH:5]=1, predict the reactants needed to synthesize it. The reactants are: [NH2:1][C:2]1[S:3][C:4]([C:10]2[C:15]([F:16])=[CH:14][C:13]([C:17]([OH:20])([CH3:19])[CH3:18])=[CH:12][C:11]=2[F:21])=[CH:5][C:6]=1[C:7]([NH2:9])=[O:8].Br[C:23]1[CH:28]=[CH:27][CH:26]=[C:25]([C:29]2[CH:30]=[N:31][N:32]([CH3:34])[CH:33]=2)[N:24]=1. (3) Given the product [Cl:3][CH2:2][C:6]([C@H:8]1[CH:13]=[CH:12][C:11]2[CH:14]=[C:15]([F:18])[CH:16]=[CH:17][C:10]=2[O:9]1)=[O:5], predict the reactants needed to synthesize it. The reactants are: Br[CH2:2][Cl:3].C[O:5][C:6]([C@H:8]1[CH:13]=[CH:12][C:11]2[CH:14]=[C:15]([F:18])[CH:16]=[CH:17][C:10]=2[O:9]1)=O.[Li]CCCC.CCCCCC. (4) Given the product [C:23]([C:27]1[N:28]=[C:29]([N:36]2[CH2:37][C:38]3([CH2:39][O:40][CH2:41]3)[CH2:42]2)[C:30]2[N:35]=[N:34][N:33]([CH2:44][C:45]3[CH:50]=[CH:49][CH:48]=[CH:47][C:46]=3[S:51]([CH3:54])(=[O:53])=[O:52])[C:31]=2[N:32]=1)([CH3:26])([CH3:24])[CH3:25], predict the reactants needed to synthesize it. The reactants are: C(C1N=C(N2CCC(F)(F)C2)C2N=NN(CC)C=2N=1)(C)(C)C.[C:23]([C:27]1[N:28]=[C:29]([N:36]2[CH2:42][C:38]3([CH2:41][O:40][CH2:39]3)[CH2:37]2)[C:30]2[N:35]=[N:34][NH:33][C:31]=2[N:32]=1)([CH3:26])([CH3:25])[CH3:24].Br[CH2:44][C:45]1[CH:50]=[CH:49][CH:48]=[CH:47][C:46]=1[S:51]([CH3:54])(=[O:53])=[O:52]. (5) Given the product [O:19]([C:14]1[CH:13]=[CH:12][C:11]2[C:16](=[CH:17][CH:18]=[C:9]([OH:8])[CH:10]=2)[N:15]=1)[C:20]1[CH:21]=[CH:22][CH:23]=[CH:24][CH:25]=1, predict the reactants needed to synthesize it. The reactants are: C([O:8][C:9]1[CH:10]=[C:11]2[C:16](=[CH:17][CH:18]=1)[N:15]=[C:14]([O:19][C:20]1[CH:25]=[CH:24][CH:23]=[CH:22][CH:21]=1)[CH:13]=[CH:12]2)C1C=CC=CC=1. (6) Given the product [CH3:44][S:45]([NH:48][C:21](=[O:22])[C@H:16]([CH2:17][CH2:18][S:19][CH3:20])[NH:15][C:13](=[O:14])[C:12]1[CH:24]=[CH:25][C:9]([CH2:8][O:7][C:3]2[CH:2]=[N:1][CH:6]=[CH:5][CH:4]=2)=[CH:10][C:11]=1[C:26]1[CH:27]=[CH:28][CH:29]=[CH:30][CH:31]=1)(=[O:47])=[O:46], predict the reactants needed to synthesize it. The reactants are: [N:1]1[CH:6]=[CH:5][CH:4]=[C:3]([O:7][CH2:8][C:9]2[CH:25]=[CH:24][C:12]([C:13]([NH:15][C@H:16]([C:21](O)=[O:22])[CH2:17][CH2:18][S:19][CH3:20])=[O:14])=[C:11]([C:26]3[CH:31]=[CH:30][CH:29]=[CH:28][CH:27]=3)[CH:10]=2)[CH:2]=1.C(N1C=CN=C1)(N1C=CN=C1)=O.[CH3:44][S:45]([NH2:48])(=[O:47])=[O:46].C1CCN2C(=NCCC2)CC1.